This data is from Full USPTO retrosynthesis dataset with 1.9M reactions from patents (1976-2016). The task is: Predict the reactants needed to synthesize the given product. (1) The reactants are: Cl.[NH:2]1[C:10]2[C:5](=[CH:6][CH:7]=[CH:8][CH:9]=2)[CH:4]=[C:3]1[C:11]1[N:12]=[C:13]([CH:21]2[CH2:26][CH2:25][NH:24][CH2:23][CH2:22]2)[N:14]2[CH:19]=[CH:18][N:17]=[C:16]([NH2:20])[C:15]=12.Cl.CN(C)CCCN=C=NCC.C(N(CC)C(C)C)(C)C.[CH:48](O)=[O:49]. Given the product [NH2:20][C:16]1[C:15]2[N:14]([C:13]([CH:21]3[CH2:26][CH2:25][N:24]([CH:48]=[O:49])[CH2:23][CH2:22]3)=[N:12][C:11]=2[C:3]2[NH:2][C:10]3[C:5]([CH:4]=2)=[CH:6][CH:7]=[CH:8][CH:9]=3)[CH:19]=[CH:18][N:17]=1, predict the reactants needed to synthesize it. (2) Given the product [CH2:1]([O:8][C:9]([N:11]1[CH2:12][CH2:13][CH:14]([N:17]2[C:21]([NH:22][C:30]([O:32][CH2:33][C:34]([Cl:37])([Cl:36])[Cl:35])=[O:31])=[CH:20][C:19]([C:23]([CH3:26])([CH3:25])[CH3:24])=[N:18]2)[CH2:15][CH2:16]1)=[O:10])[C:2]1[CH:7]=[CH:6][CH:5]=[CH:4][CH:3]=1, predict the reactants needed to synthesize it. The reactants are: [CH2:1]([O:8][C:9]([N:11]1[CH2:16][CH2:15][CH:14]([N:17]2[C:21]([NH2:22])=[CH:20][C:19]([C:23]([CH3:26])([CH3:25])[CH3:24])=[N:18]2)[CH2:13][CH2:12]1)=[O:10])[C:2]1[CH:7]=[CH:6][CH:5]=[CH:4][CH:3]=1.[OH-].[Na+].Cl[C:30]([O:32][CH2:33][C:34]([Cl:37])([Cl:36])[Cl:35])=[O:31]. (3) Given the product [Br:14][C:10]1[CH:11]=[C:12]2[C:7](=[CH:8][CH:9]=1)[NH:6][C:5]([CH2:3][N:2]([CH3:15])[CH3:1])=[CH:13]2, predict the reactants needed to synthesize it. The reactants are: [CH3:1][N:2]([CH3:15])[C:3]([C:5]1[NH:6][C:7]2[C:12]([CH:13]=1)=[CH:11][C:10]([Br:14])=[CH:9][CH:8]=2)=O.[H-].[Al+3].[Li+].[H-].[H-].[H-]. (4) Given the product [CH:40]1([O:39][C:31]2[CH:30]=[C:29]([C:11]3[NH:10][C:14]4[CH:15]=[N:16][NH:17][C:18](=[O:19])[C:13]=4[C:12]=3[CH2:20][C:21]3[CH:26]=[CH:25][CH:24]=[C:23]([O:27][CH3:28])[N:22]=3)[CH:34]=[CH:33][C:32]=2[O:35][CH:36]([F:38])[F:37])[CH2:42][CH2:41]1, predict the reactants needed to synthesize it. The reactants are: C(OC[N:10]1[C:14]2[CH:15]=[N:16][NH:17][C:18](=[O:19])[C:13]=2[C:12]([CH2:20][C:21]2[CH:26]=[CH:25][CH:24]=[C:23]([O:27][CH3:28])[N:22]=2)=[C:11]1[C:29]1[CH:34]=[CH:33][C:32]([O:35][CH:36]([F:38])[F:37])=[C:31]([O:39][CH:40]2[CH2:42][CH2:41]2)[CH:30]=1)C1C=CC=CC=1.C(OCN1C2C=NNC(=O)C=2C(CC2C=CC=CC=2F)=C1C1C=CC(OC(F)F)=C(OC2CC2)C=1)C1C=CC=CC=1. (5) Given the product [CH3:15][O:16][C:17]1[CH:18]=[CH:19][CH:20]=[C:21]2[C:25]=1[CH:24]([NH:26][C:8]1[CH:7]=[CH:6][C:5]3[C:10](=[CH:11][CH:12]=[CH:13][C:4]=3[NH:1][S:37]([C:32]3[C:31]4[CH:30]=[CH:29][N:28]([CH3:27])[C:36]=4[CH:35]=[CH:34][CH:33]=3)(=[O:38])=[O:39])[N:9]=1)[CH2:23][CH2:22]2, predict the reactants needed to synthesize it. The reactants are: [N+:1]([C:4]1[CH:13]=[CH:12][CH:11]=[C:10]2[C:5]=1[CH:6]=[CH:7][C:8](Cl)=[N:9]2)([O-])=O.[CH3:15][O:16][C:17]1[CH:18]=[CH:19][CH:20]=[C:21]2[C:25]=1[CH:24]([NH2:26])[CH2:23][CH2:22]2.[CH3:27][N:28]1[C:36]2[CH:35]=[CH:34][CH:33]=[C:32]([S:37](Cl)(=[O:39])=[O:38])[C:31]=2[CH:30]=[CH:29]1.